Dataset: Reaction yield outcomes from USPTO patents with 853,638 reactions. Task: Predict the reaction yield, written as a fraction of the theoretical maximum amount of product (1.0 means a 100% yield; for example, 0.34 means a 34% yield). The reactants are C([O:3][C:4](=[O:29])[CH2:5][C:6]1[N:7]=[C:8]([NH:11][C:12]([NH:14][C:15]2[CH:20]=[CH:19][C:18]([CH3:21])=[CH:17][C:16]=2[C:22]([CH:24]2[CH2:28][CH2:27][CH2:26][CH2:25]2)=[O:23])=[O:13])[S:9][CH:10]=1)C.[Br:30]N1C(=O)CCC1=O. The catalyst is C(O)(=O)C. The product is [Br:30][C:10]1[S:9][C:8]([NH:11][C:12]([NH:14][C:15]2[CH:20]=[CH:19][C:18]([CH3:21])=[CH:17][C:16]=2[C:22]([CH:24]2[CH2:28][CH2:27][CH2:26][CH2:25]2)=[O:23])=[O:13])=[N:7][C:6]=1[CH2:5][C:4]([OH:3])=[O:29]. The yield is 0.570.